Dataset: Reaction yield outcomes from USPTO patents with 853,638 reactions. Task: Predict the reaction yield, written as a fraction of the theoretical maximum amount of product (1.0 means a 100% yield; for example, 0.34 means a 34% yield). (1) The reactants are [CH3:1][C:2]1[CH:7]=[C:6]([CH3:8])[CH:5]=[C:4]([CH3:9])[C:3]=1[S:10]([NH:13][CH:14]([CH2:19]O)[C:15]([F:18])([F:17])[F:16])(=[O:12])=[O:11].[H-].[Na+].C1(C)C=CC(S(Cl)(=O)=O)=CC=1. The catalyst is C1COCC1.O. The product is [F:16][C:15]([F:18])([F:17])[CH:14]1[CH2:19][N:13]1[S:10]([C:3]1[C:2]([CH3:1])=[CH:7][C:6]([CH3:8])=[CH:5][C:4]=1[CH3:9])(=[O:12])=[O:11]. The yield is 0.990. (2) The product is [CH2:13]([C:15]1[N:16]=[C:17]([CH2:46][CH2:47][CH3:48])[N:18]([CH2:31][C:32]2[CH:37]=[CH:36][C:35]([C:38]3[CH:43]=[CH:42][CH:41]=[CH:40][C:39]=3[C:44]3[NH:3][C:4](=[O:7])[O:5][N:45]=3)=[CH:34][CH:33]=2)[C:19](=[O:30])[C:20]=1[O:21][C:22]1[CH:23]=[CH:24][C:25]([CH2:28][CH3:29])=[CH:26][CH:27]=1)[CH3:14]. The reactants are [Cl-].O[NH3+:3].[C:4](=[O:7])([O-])[OH:5].[Na+].CS(C)=O.[CH2:13]([C:15]1[N:16]=[C:17]([CH2:46][CH2:47][CH3:48])[N:18]([CH2:31][C:32]2[CH:37]=[CH:36][C:35]([C:38]3[C:39]([C:44]#[N:45])=[CH:40][CH:41]=[CH:42][CH:43]=3)=[CH:34][CH:33]=2)[C:19](=[O:30])[C:20]=1[O:21][C:22]1[CH:27]=[CH:26][C:25]([CH2:28][CH3:29])=[CH:24][CH:23]=1)[CH3:14]. The catalyst is C(OCC)(=O)C. The yield is 0.710. (3) The reactants are Br[CH2:2][C:3]([O:5][CH2:6][CH3:7])=[O:4].[CH:8]([NH2:12])([CH2:10][CH3:11])[CH3:9]. The catalyst is O1CCCC1. The product is [CH2:6]([O:5][C:3](=[O:4])[CH2:2][NH:12][CH:8]([CH2:10][CH3:11])[CH3:9])[CH3:7]. The yield is 0.910. (4) The yield is 1.00. The reactants are [CH3:1][O:2][CH2:3][O:4][C:5]1[CH:6]=[C:7]([CH2:15][C:16]([O:18][CH3:19])=[O:17])[CH:8]=[C:9]([O:11][CH2:12][O:13][CH3:14])[CH:10]=1.[Br:20]N1C(=O)CCC1=O.O. The catalyst is CN(C)C=O. The product is [CH3:14][O:13][CH2:12][O:11][C:9]1[C:8]([Br:20])=[C:7]([CH2:15][C:16]([O:18][CH3:19])=[O:17])[CH:6]=[C:5]([O:4][CH2:3][O:2][CH3:1])[CH:10]=1. (5) The reactants are [CH3:1][O:2][C:3]1[CH:8]=[CH:7][C:6]([N:9]2[C:13]3[C:14](=[O:31])[N:15]([C:18]4[CH:23]=[CH:22][C:21]([N:24]5[CH:29]=[CH:28][CH:27]=[CH:26][C:25]5=[O:30])=[CH:20][CH:19]=4)[CH2:16][CH2:17][C:12]=3[C:11]([C:32]#[N:33])=[N:10]2)=[CH:5][CH:4]=1.[N-:34]=[N+:35]=[N-:36].[Na+].[NH4+].[Cl-].C(Cl)(C1C=CC=CC=1)(C1C=CC=CC=1)C1C=CC=CC=1. The catalyst is CN(C=O)C.N1C=CC=CC=1.O. The product is [CH3:1][O:2][C:3]1[CH:8]=[CH:7][C:6]([N:9]2[C:13]3[C:14](=[O:31])[N:15]([C:18]4[CH:23]=[CH:22][C:21]([N:24]5[CH:29]=[CH:28][CH:27]=[CH:26][C:25]5=[O:30])=[CH:20][CH:19]=4)[CH2:16][CH2:17][C:12]=3[C:11]([C:32]3[NH:36][N:35]=[N:34][N:33]=3)=[N:10]2)=[CH:5][CH:4]=1. The yield is 0.0900.